This data is from Forward reaction prediction with 1.9M reactions from USPTO patents (1976-2016). The task is: Predict the product of the given reaction. (1) Given the reactants [CH2:1]1[N:14]2[C:15]3=[C:16]4[N:11]([CH2:12][CH2:13]2)[CH2:10][CH2:9][CH2:8][N:7]4[CH2:6][CH2:5][N:4]3[CH2:3][CH2:2]1.[CH2:17]([O:19][C:20]([O:33][S:34]([C:37]([F:40])([F:39])[F:38])(=[O:36])=[O:35])([CH2:23][C:24]1[CH:29]=[CH:28][C:27]([N+:30]([O-:32])=[O:31])=[CH:26][CH:25]=1)[PH2:21]=[O:22])[CH3:18], predict the reaction product. The product is: [F:38][C:37]([F:40])([F:39])[S:34]([O-:36])(=[O:35])=[O:33].[CH2:17]([O:19][C:20]([CH2:23][C:24]1[CH:29]=[CH:28][C:27]([N+:30]([O-:32])=[O:31])=[CH:26][CH:25]=1)([PH2:21]=[O:22])[N+:7]12[C:16]3[N:11]([CH2:12][CH2:13][N:14]4[C:15]=3[N:4]([CH2:5][CH2:6]1)[CH2:3][CH2:2][CH2:1]4)[CH2:10][CH2:9][CH2:8]2)[CH3:18]. (2) Given the reactants FC(F)(F)C(O)=O.[NH2:8][C:9]([C:11]1([N:24]([CH2:26][C:27]2[CH:28]=[C:29]3[C:34](=[CH:35][C:36]=2[O:37][CH3:38])[N:33]=[CH:32][N:31]=[C:30]3[NH:39][C:40]2[CH:45]=[CH:44][CH:43]=[C:42]([Cl:46])[C:41]=2[F:47])[CH3:25])[CH2:16][CH2:15][N:14](C(OC(C)(C)C)=O)[CH2:13][CH2:12]1)=[O:10], predict the reaction product. The product is: [ClH:46].[Cl:46][C:42]1[C:41]([F:47])=[C:40]([NH:39][C:30]2[C:29]3[C:34](=[CH:35][C:36]([O:37][CH3:38])=[C:27]([CH2:26][N:24]([CH3:25])[C:11]4([C:9]([NH2:8])=[O:10])[CH2:16][CH2:15][NH:14][CH2:13][CH2:12]4)[CH:28]=3)[N:33]=[CH:32][N:31]=2)[CH:45]=[CH:44][CH:43]=1. (3) Given the reactants Br[CH:2]([C:8]1[CH:13]=[CH:12][C:11]([Br:14])=[CH:10][CH:9]=1)[C:3]([O:5][CH2:6][CH3:7])=[O:4].[C:15]([O-:18])(=[O:17])[CH3:16].[K+], predict the reaction product. The product is: [C:15]([O:18][CH:2]([C:8]1[CH:13]=[CH:12][C:11]([Br:14])=[CH:10][CH:9]=1)[C:3]([O:5][CH2:6][CH3:7])=[O:4])(=[O:17])[CH3:16]. (4) Given the reactants CO[C:3](=[O:15])[C:4]1[C:9]([N+:10]([O-:12])=[O:11])=[CH:8][CH:7]=[CH:6][C:5]=1[CH2:13]Br.[NH2:16][C:17]1[CH:22]=[CH:21][CH:20]=[CH:19][CH:18]=1.N1C=CC=CC=1, predict the reaction product. The product is: [N+:10]([C:9]1[CH:8]=[CH:7][CH:6]=[C:5]2[C:4]=1[C:3](=[O:15])[N:16]([C:17]1[CH:22]=[CH:21][CH:20]=[CH:19][CH:18]=1)[CH2:13]2)([O-:12])=[O:11].